This data is from Peptide-MHC class I binding affinity with 185,985 pairs from IEDB/IMGT. The task is: Regression. Given a peptide amino acid sequence and an MHC pseudo amino acid sequence, predict their binding affinity value. This is MHC class I binding data. (1) The peptide sequence is TPQDNQLAY. The MHC is HLA-B35:01 with pseudo-sequence HLA-B35:01. The binding affinity (normalized) is 0.784. (2) The binding affinity (normalized) is 0.0847. The peptide sequence is IPRRNVATL. The MHC is HLA-A26:01 with pseudo-sequence HLA-A26:01. (3) The peptide sequence is IPRNRDNLL. The MHC is HLA-B15:01 with pseudo-sequence HLA-B15:01. The binding affinity (normalized) is 0.0847.